Task: Predict the product of the given reaction.. Dataset: Forward reaction prediction with 1.9M reactions from USPTO patents (1976-2016) (1) Given the reactants [F:1][C:2]1[CH:7]=[CH:6][CH:5]=[CH:4][C:3]=1[N:8]1[C:12]([CH2:13][O:14][C:15]2[CH:23]=[CH:22][C:18]([C:19]([OH:21])=O)=[CH:17][N:16]=2)=[C:11]([CH3:24])[N:10]=[N:9]1.FC1C=[CH:30][C:29]([N:32]2C(COC3C=CC(C(O)=O)=CN=3)=C(C)N=N2)=[CH:28]C=1, predict the reaction product. The product is: [F:1][C:2]1[CH:7]=[CH:6][CH:5]=[CH:4][C:3]=1[N:8]1[C:12]([CH2:13][O:14][C:15]2[CH:23]=[CH:22][C:18]([C:19]([NH:32][CH:29]([CH3:30])[CH3:28])=[O:21])=[CH:17][N:16]=2)=[C:11]([CH3:24])[N:10]=[N:9]1. (2) Given the reactants [CH2:1]([O:8][C:9]([N:11]1[CH2:15][CH2:14][CH2:13][C@H:12]1[C:16]([OH:18])=O)=[O:10])[C:2]1[CH:7]=[CH:6][CH:5]=[CH:4][CH:3]=1.CN1CCOCC1.[NH2:26][C@@H:27]([C@H:32]([OH:34])[CH3:33])[C:28]([O:30][CH3:31])=[O:29], predict the reaction product. The product is: [OH:34][C@H:32]([CH3:33])[C@H:27]([NH:26][C:16]([C@@H:12]1[CH2:13][CH2:14][CH2:15][N:11]1[C:9]([O:8][CH2:1][C:2]1[CH:3]=[CH:4][CH:5]=[CH:6][CH:7]=1)=[O:10])=[O:18])[C:28]([O:30][CH3:31])=[O:29]. (3) The product is: [F:8][C:6]1[CH:5]=[C:4]([CH2:9][C:10]([NH:12][C@H:13]([C:15]([NH:18][CH:19]2[C:28]3[C:23](=[CH:24][CH:25]=[CH:26][CH:27]=3)[C:22]([CH3:29])([CH3:30])[O:21][C:20]2=[O:31])=[O:17])[CH3:14])=[O:11])[CH:3]=[C:2]([F:1])[CH:7]=1. Given the reactants [F:1][C:2]1[CH:3]=[C:4]([CH2:9][C:10]([NH:12][C@H:13]([C:15]([OH:17])=O)[CH3:14])=[O:11])[CH:5]=[C:6]([F:8])[CH:7]=1.[NH2:18][CH:19]1[C:28]2[C:23](=[CH:24][CH:25]=[CH:26][CH:27]=2)[C:22]([CH3:30])([CH3:29])[O:21][C:20]1=[O:31], predict the reaction product. (4) Given the reactants C(OC([C:6]1[C:7](=[O:23])[N:8]([CH2:18][CH2:19][CH:20]([CH3:22])[CH3:21])[N:9]=[C:10]([C:13]2[S:14][CH:15]=[CH:16][CH:17]=2)[C:11]=1[OH:12])=O)C.Cl, predict the reaction product. The product is: [CH3:21][CH:20]([CH3:22])[CH2:19][CH2:18][N:8]1[C:7](=[O:23])[CH2:6][C:11](=[O:12])[C:10]([C:13]2[S:14][CH:15]=[CH:16][CH:17]=2)=[N:9]1.